From a dataset of NCI-60 drug combinations with 297,098 pairs across 59 cell lines. Regression. Given two drug SMILES strings and cell line genomic features, predict the synergy score measuring deviation from expected non-interaction effect. (1) Drug 1: C1C(C(OC1N2C=NC3=C(N=C(N=C32)Cl)N)CO)O. Drug 2: C1=NC2=C(N=C(N=C2N1C3C(C(C(O3)CO)O)O)F)N. Cell line: EKVX. Synergy scores: CSS=1.35, Synergy_ZIP=2.28, Synergy_Bliss=-6.30, Synergy_Loewe=-3.12, Synergy_HSA=-4.53. (2) Drug 1: C1=CC(=CC=C1CCC2=CNC3=C2C(=O)NC(=N3)N)C(=O)NC(CCC(=O)O)C(=O)O. Drug 2: C1CCC(CC1)NC(=O)N(CCCl)N=O. Cell line: DU-145. Synergy scores: CSS=10.5, Synergy_ZIP=-8.11, Synergy_Bliss=-8.11, Synergy_Loewe=-10.5, Synergy_HSA=-6.33. (3) Drug 1: CC1=C(C(=O)C2=C(C1=O)N3CC4C(C3(C2COC(=O)N)OC)N4)N. Drug 2: C1CCC(C(C1)N)N.C(=O)(C(=O)[O-])[O-].[Pt+4]. Cell line: HCT116. Synergy scores: CSS=25.8, Synergy_ZIP=-2.49, Synergy_Bliss=-7.22, Synergy_Loewe=-18.1, Synergy_HSA=-8.89. (4) Synergy scores: CSS=-0.498, Synergy_ZIP=3.77, Synergy_Bliss=6.63, Synergy_Loewe=2.35, Synergy_HSA=3.00. Drug 1: CCC1(CC2CC(C3=C(CCN(C2)C1)C4=CC=CC=C4N3)(C5=C(C=C6C(=C5)C78CCN9C7C(C=CC9)(C(C(C8N6C=O)(C(=O)OC)O)OC(=O)C)CC)OC)C(=O)OC)O.OS(=O)(=O)O. Cell line: A498. Drug 2: CC1=C2C(C(=O)C3(C(CC4C(C3C(C(C2(C)C)(CC1OC(=O)C(C(C5=CC=CC=C5)NC(=O)OC(C)(C)C)O)O)OC(=O)C6=CC=CC=C6)(CO4)OC(=O)C)O)C)O.